Dataset: Full USPTO retrosynthesis dataset with 1.9M reactions from patents (1976-2016). Task: Predict the reactants needed to synthesize the given product. (1) The reactants are: [CH2:1]([O:5][CH:6]1[C:15]2[C:10](=[CH:11][CH:12]=[CH:13][CH:14]=2)[C:9](=[O:16])[N:8]([CH2:17][CH:18]2[CH2:20][CH2:19]2)[C:7]1(/[CH:30]=[CH:31]/[C:32]([O:34]CC)=[O:33])[CH2:21][NH:22][C:23]([O:25][C:26]([CH3:29])([CH3:28])[CH3:27])=[O:24])[CH2:2][CH2:3][CH3:4].[OH-].[Na+].O.Cl. Given the product [CH2:1]([O:5][CH:6]1[C:15]2[C:10](=[CH:11][CH:12]=[CH:13][CH:14]=2)[C:9](=[O:16])[N:8]([CH2:17][CH:18]2[CH2:20][CH2:19]2)[C:7]1(/[CH:30]=[CH:31]/[C:32]([OH:34])=[O:33])[CH2:21][NH:22][C:23]([O:25][C:26]([CH3:27])([CH3:28])[CH3:29])=[O:24])[CH2:2][CH2:3][CH3:4], predict the reactants needed to synthesize it. (2) Given the product [CH3:1][O:2][C:3]1[CH:12]=[CH:11][C:6]2[C:7](=[O:10])[CH2:8][O:9][C:5]=2[C:4]=1[CH:13]1[CH2:14][CH2:15][N:16]([C:19]([O:21][C:22]([CH3:25])([CH3:24])[CH3:23])=[O:20])[CH2:17][CH2:18]1, predict the reactants needed to synthesize it. The reactants are: [CH3:1][O:2][C:3]1[CH:12]=[CH:11][C:6]2[C:7](=[O:10])[CH2:8][O:9][C:5]=2[C:4]=1[C:13]1[CH2:18][CH2:17][N:16]([C:19]([O:21][C:22]([CH3:25])([CH3:24])[CH3:23])=[O:20])[CH2:15][CH:14]=1. (3) Given the product [Br:9][C:7]1[CH:6]=[C:5]2[C:10](=[O:12])[NH:1][CH2:2][CH2:3][N:4]2[CH:8]=1, predict the reactants needed to synthesize it. The reactants are: [NH2:1][CH2:2][CH2:3][N:4]1[CH:8]=[C:7]([Br:9])[CH:6]=[C:5]1[C:10]([O:12]C)=O.C(O)C.[OH-].[NH4+]. (4) Given the product [CH2:5]([O:12][C:13]1[CH:32]=[CH:31][C:16]([CH2:17][C@H:18]([NH:23][C:24](=[O:30])[O:25][C:26]([CH3:27])([CH3:29])[CH3:28])[C@H:19]2[CH2:20][O:21]2)=[CH:15][C:14]=1[F:33])[C:6]1[CH:7]=[CH:8][CH:9]=[CH:10][CH:11]=1, predict the reactants needed to synthesize it. The reactants are: [OH-].[Na+].BrBr.[CH2:5]([O:12][C:13]1[CH:32]=[CH:31][C:16]([CH2:17][C@H:18]([NH:23][C:24](=[O:30])[O:25][C:26]([CH3:29])([CH3:28])[CH3:27])[C@H:19](O)[CH2:20][OH:21])=[CH:15][C:14]=1[F:33])[C:6]1[CH:11]=[CH:10][CH:9]=[CH:8][CH:7]=1. (5) Given the product [Br:12][C:8]1[C:7]([O:9][CH3:10])=[N:6][C:5]([CH3:11])=[N:4][C:3]=1[O:2][CH3:1], predict the reactants needed to synthesize it. The reactants are: [CH3:1][O:2][C:3]1[CH:8]=[C:7]([O:9][CH3:10])[N:6]=[C:5]([CH3:11])[N:4]=1.[Br:12]N1C(=O)CCC1=O.